Dataset: Full USPTO retrosynthesis dataset with 1.9M reactions from patents (1976-2016). Task: Predict the reactants needed to synthesize the given product. (1) Given the product [CH3:19][C@@:15]12[C:16]([CH3:18])([CH3:17])[C@@H:11]([CH2:10][C:9]3[CH:26]=[C:27]4[N:28]=[CH:1][CH:3]=[N:5][C:6]4=[CH:7][C:8]=31)[NH:12][CH2:13][CH2:14]2, predict the reactants needed to synthesize it. The reactants are: [CH:1]([CH:3]=O)=O.[NH2:5][C:6]1[C:27]([NH2:28])=[CH:26][C:9]2[CH2:10][C@@H:11]3[C:16]([CH3:18])([CH3:17])[C@:15]([CH3:19])([C:8]=2[CH:7]=1)[CH2:14][CH2:13][N:12]3C(=O)C(F)(F)F. (2) Given the product [I:16][CH2:2][CH2:3][CH2:4][CH:5]=[CH:6][CH2:7][CH2:8][C:9]([F:15])([F:14])[C:10]([F:13])([F:12])[F:11], predict the reactants needed to synthesize it. The reactants are: Cl[CH2:2][CH2:3][CH2:4][CH:5]=[CH:6][CH2:7][CH2:8][C:9]([F:15])([F:14])[C:10]([F:13])([F:12])[F:11].[I-:16].[K+].CCCCCC.O. (3) Given the product [CH3:3][O:4][C:5]1[CH:6]=[CH:7][C:8]([C:11]2[CH:16]=[CH:15][C:14]([S:17]([NH:20][CH2:28][C:29]#[C:30][C:31]3[CH:36]=[CH:35][CH:34]=[CH:33][CH:32]=3)(=[O:19])=[O:18])=[CH:13][CH:12]=2)=[CH:9][CH:10]=1, predict the reactants needed to synthesize it. The reactants are: [Li+].[OH-].[CH3:3][O:4][C:5]1[CH:10]=[CH:9][C:8]([C:11]2[CH:16]=[CH:15][C:14]([S:17]([N:20]([CH2:28][C:29]#[C:30][C:31]3[CH:36]=[CH:35][CH:34]=[CH:33][CH:32]=3)C(=O)OC(C)(C)C)(=[O:19])=[O:18])=[CH:13][CH:12]=2)=[CH:7][CH:6]=1. (4) Given the product [ClH:42].[C:1]([CH:5]1[N:14]2[C:9](=[CH:10][C:11](=[O:20])[C:12]([C:15]([OH:17])=[O:16])=[CH:13]2)[C:8]2[CH:21]=[C:22]([O:35][CH3:36])[C:23]([O:25][CH2:26][CH2:27][CH2:28][N:29]3[CH2:30][CH2:31][O:32][CH2:33][CH2:34]3)=[CH:24][C:7]=2[CH2:6]1)([CH3:4])([CH3:2])[CH3:3], predict the reactants needed to synthesize it. The reactants are: [C:1]([CH:5]1[N:14]2[C:9](=[CH:10][C:11](=[O:20])[C:12]([C:15]([O:17]CC)=[O:16])=[CH:13]2)[C:8]2[CH:21]=[C:22]([O:35][CH3:36])[C:23]([O:25][CH2:26][CH2:27][CH2:28][N:29]3[CH2:34][CH2:33][O:32][CH2:31][CH2:30]3)=[CH:24][C:7]=2[CH2:6]1)([CH3:4])([CH3:3])[CH3:2].CO.O[Li].O.[ClH:42]. (5) The reactants are: [CH3:1][C:2]1[C:10]2[CH2:9][O:8][C:7](=[O:11])[C:6]=2[CH:5]=[CH:4][C:3]=1[CH:12]1[CH2:14][O:13]1.C(Cl)Cl. Given the product [CH3:1][C:2]1[C:10]2[CH2:9][O:8][C:7](=[O:11])[C:6]=2[CH:5]=[CH:4][C:3]=1[C@@H:12]1[CH2:14][O:13]1, predict the reactants needed to synthesize it.